Dataset: Catalyst prediction with 721,799 reactions and 888 catalyst types from USPTO. Task: Predict which catalyst facilitates the given reaction. (1) Product: [C:22]([O:26][C:27](=[O:34])[NH:28][CH:29]([CH:32]([C:6]1[O:5][C:4]([CH:1]2[CH2:3][CH2:2]2)=[N:8][N:7]=1)[OH:33])[CH2:30][CH3:31])([CH3:23])([CH3:24])[CH3:25]. The catalyst class is: 1. Reactant: [CH:1]1([C:4]2[O:5][CH:6]=[N:7][N:8]=2)[CH2:3][CH2:2]1.[Li]CCCC.[Mg+2].[Br-].[Br-].O(CC)CC.[C:22]([O:26][C:27](=[O:34])[NH:28][CH:29]([CH:32]=[O:33])[CH2:30][CH3:31])([CH3:25])([CH3:24])[CH3:23]. (2) Reactant: [OH:1][C:2]1[CH:10]=[CH:9][C:5]([C:6]([OH:8])=O)=[CH:4][CH:3]=1.Cl.[CH2:12]([O:19][NH2:20])[C:13]1[CH:18]=[CH:17][CH:16]=[CH:15][CH:14]=1.Cl.CN(C)CCCN=C=NCC.O. Product: [CH2:12]([O:19][NH:20][C:6](=[O:8])[C:5]1[CH:4]=[CH:3][C:2]([OH:1])=[CH:10][CH:9]=1)[C:13]1[CH:18]=[CH:17][CH:16]=[CH:15][CH:14]=1. The catalyst class is: 119.